This data is from Reaction yield outcomes from USPTO patents with 853,638 reactions. The task is: Predict the reaction yield, written as a fraction of the theoretical maximum amount of product (1.0 means a 100% yield; for example, 0.34 means a 34% yield). The reactants are C[Si]([N-][Si](C)(C)C)(C)C.[Na+].[NH2:11][C:12]1[N:16](C(OC(C)(C)C)=O)[N:15]=[C:14]([CH2:24][CH2:25][C:26]2[CH:31]=[C:30]([O:32][CH3:33])[CH:29]=[C:28]([O:34][CH3:35])[CH:27]=2)[CH:13]=1.[CH3:36][C:37]1[CH:41]=[C:40]([CH2:42][NH:43][C:44]2[CH:53]=[CH:52][CH:51]=[CH:50][C:45]=2[C:46](OC)=[O:47])[O:39][N:38]=1. The catalyst is C1COCC1. The product is [CH3:33][O:32][C:30]1[CH:31]=[C:26]([CH2:25][CH2:24][C:14]2[NH:15][N:16]=[C:12]([NH:11][C:46](=[O:47])[C:45]3[CH:50]=[CH:51][CH:52]=[CH:53][C:44]=3[NH:43][CH2:42][C:40]3[O:39][N:38]=[C:37]([CH3:36])[CH:41]=3)[CH:13]=2)[CH:27]=[C:28]([O:34][CH3:35])[CH:29]=1. The yield is 0.100.